The task is: Predict the reactants needed to synthesize the given product.. This data is from Full USPTO retrosynthesis dataset with 1.9M reactions from patents (1976-2016). (1) Given the product [CH3:1][O:2][CH2:3][C:4]1[CH:9]=[C:8]([C:10]2[O:12][N:23]=[C:22]([C:24]3[CH:29]=[CH:28][C:27]([O:30][CH2:31][CH2:32][OH:33])=[CH:26][CH:25]=3)[N:21]=2)[CH:7]=[CH:6][C:5]=1[C:13]1[CH:18]=[CH:17][CH:16]=[CH:15][C:14]=1[CH3:19], predict the reactants needed to synthesize it. The reactants are: [CH3:1][O:2][CH2:3][C:4]1[CH:9]=[C:8]([C:10]([OH:12])=O)[CH:7]=[CH:6][C:5]=1[C:13]1[CH:18]=[CH:17][CH:16]=[CH:15][C:14]=1[CH3:19].O[N:21]=[C:22]([C:24]1[CH:29]=[CH:28][C:27]([O:30][CH2:31][CH2:32][OH:33])=[CH:26][CH:25]=1)[NH2:23]. (2) Given the product [CH:1]([C:3]1[CH:4]=[CH:5][C:6]([C:7]([N:15]2[CH2:14][CH2:13][N:12]([C:18]([O:20][C:21]([CH3:24])([CH3:23])[CH3:22])=[O:19])[CH2:17][CH2:16]2)=[O:9])=[CH:10][CH:11]=1)=[O:2], predict the reactants needed to synthesize it. The reactants are: [CH:1]([C:3]1[CH:11]=[CH:10][C:6]([C:7]([OH:9])=O)=[CH:5][CH:4]=1)=[O:2].[N:12]1([C:18]([O:20][C:21]([CH3:24])([CH3:23])[CH3:22])=[O:19])[CH2:17][CH2:16][NH:15][CH2:14][CH2:13]1. (3) Given the product [CH3:14][C:15]1[CH:20]=[CH:19][CH:18]=[C:17]([CH3:21])[C:16]=1[O:22][C:4]1[CH:5]=[C:6]([C:12]#[N:13])[C:7](=[CH:10][CH:11]=1)[C:8]#[N:9], predict the reactants needed to synthesize it. The reactants are: [N+]([C:4]1[CH:5]=[C:6]([C:12]#[N:13])[C:7](=[CH:10][CH:11]=1)[C:8]#[N:9])([O-])=O.[CH3:14][C:15]1[CH:20]=[CH:19][CH:18]=[C:17]([CH3:21])[C:16]=1[OH:22].C([O-])([O-])=O.[K+].[K+].CN(C=O)C. (4) Given the product [CH3:7][C:6]([CH3:8])([C:2]1[O:1][CH:5]=[CH:4][N:3]=1)[NH2:9], predict the reactants needed to synthesize it. The reactants are: [O:1]1[CH:5]=[CH:4][N:3]=[C:2]1[C:6]([NH:9]C(=O)OCC1C=CC=CC=1)([CH3:8])[CH3:7].[H][H]. (5) Given the product [NH2:1][C:2]1[C:7]([C:8]([O:10][CH3:11])=[O:9])=[C:6]([O:12][CH2:13][C@@H:14]2[CH2:18][CH2:17][CH2:16][NH:15]2)[C:5]([Br:19])=[CH:4][CH:3]=1, predict the reactants needed to synthesize it. The reactants are: [NH2:1][C:2]1[C:7]([C:8]([O:10][CH3:11])=[O:9])=[C:6]([O:12][CH2:13][C@H:14]2[CH2:18][CH2:17][CH2:16][NH:15]2)[C:5]([Br:19])=[CH:4][CH:3]=1.BrC1C(OC[C@@H]2CCCN2C(OC(C)(C)C)=O)=C(C(OC)=O)C(N(C(OC(C)(C)C)=O)C(OC(C)(C)C)=O)=CC=1. (6) The reactants are: [NH2:1][C:2]1[CH:7]=[CH:6][C:5]([OH:8])=[CH:4][C:3]=1[F:9].[CH3:10][C:11]([O:14][C:15](O[C:15]([O:14][C:11]([CH3:13])([CH3:12])[CH3:10])=[O:16])=[O:16])([CH3:13])[CH3:12]. Given the product [F:9][C:3]1[CH:4]=[C:5]([OH:8])[CH:6]=[CH:7][C:2]=1[NH:1][C:15](=[O:16])[O:14][C:11]([CH3:13])([CH3:12])[CH3:10], predict the reactants needed to synthesize it.